Task: Predict the reactants needed to synthesize the given product.. Dataset: Full USPTO retrosynthesis dataset with 1.9M reactions from patents (1976-2016) (1) Given the product [CH2:1]([N:4]1[C:12]2[C:7](=[CH:8][CH:9]=[CH:10][C:11]=2[C:13]([F:16])([F:15])[F:14])[C:6]([C:17]2[CH:18]=[CH:19][C:20]([OH:23])=[CH:21][CH:22]=2)=[N:5]1)[CH:2]=[CH2:3], predict the reactants needed to synthesize it. The reactants are: [CH2:1]([N:4]1[C:12]2[C:7](=[CH:8][CH:9]=[CH:10][C:11]=2[C:13]([F:16])([F:15])[F:14])[C:6]([C:17]2[CH:22]=[CH:21][C:20]([O:23]C)=[CH:19][CH:18]=2)=[N:5]1)[CH:2]=[CH2:3].B(Br)(Br)Br.C1CCCCC=1. (2) The reactants are: [ClH:1].[CH3:2][O:3][C:4]1[CH:5]=[C:6]([CH:11]=[CH:12][C:13]=1[C:14]1[O:18][C:17]([CH3:19])=[N:16][CH:15]=1)[C:7]([NH:9][NH2:10])=[O:8].Cl[CH2:21][CH2:22][CH2:23][CH:24]([C:28]1[CH:33]=[CH:32][C:31]([F:34])=[C:30]([O:35][C:36]([F:39])([F:38])[F:37])[CH:29]=1)[C:25]([OH:27])=O.[CH2:40](N(CC)CC)C.CCOC(OC(OCC)=O)=O. Given the product [Cl:1][CH2:40][CH2:21][CH2:22][CH2:23][CH:24]([C:28]1[CH:33]=[CH:32][C:31]([F:34])=[C:30]([O:35][C:36]([F:39])([F:38])[F:37])[CH:29]=1)[C:25]([NH:10][NH:9][C:7](=[O:8])[C:6]1[CH:11]=[CH:12][C:13]([C:14]2[O:18][C:17]([CH3:19])=[N:16][CH:15]=2)=[C:4]([O:3][CH3:2])[CH:5]=1)=[O:27], predict the reactants needed to synthesize it.